This data is from Orexin1 receptor HTS with 218,158 compounds and 233 confirmed actives. The task is: Binary Classification. Given a drug SMILES string, predict its activity (active/inactive) in a high-throughput screening assay against a specified biological target. The molecule is S(=O)(=O)(NCC(N1CCN(CC1)Cc1ccccc1)c1cccnc1)c1ccc(cc1)C. The result is 0 (inactive).